Dataset: Reaction yield outcomes from USPTO patents with 853,638 reactions. Task: Predict the reaction yield, written as a fraction of the theoretical maximum amount of product (1.0 means a 100% yield; for example, 0.34 means a 34% yield). (1) The reactants are CCN(C(C)C)C(C)C.[CH:10]1([CH2:13][N:14]2[CH2:21][CH2:20][C@@:19]3([CH2:24][C:25](O)=[O:26])[C@@H:22]([CH3:23])[CH:15]2[CH2:16][C:17]2[CH:31]=[CH:30][C:29]([O:32][CH3:33])=[CH:28][C:18]=23)[CH2:12][CH2:11]1.CN(C(ON1N=NC2C=CC=NC1=2)=[N+](C)C)C.F[P-](F)(F)(F)(F)F.[NH2:58][C@H:59]([C:61]([NH2:63])=[O:62])[CH3:60].Cl. The catalyst is CN(C=O)C. The product is [CH:10]1([CH2:13][N:14]2[CH2:21][CH2:20][C@@:19]3([CH2:24][C:25]([NH:58][C@@H:59]([CH3:60])[C:61]([NH2:63])=[O:62])=[O:26])[C@@H:22]([CH3:23])[CH:15]2[CH2:16][C:17]2[CH:31]=[CH:30][C:29]([O:32][CH3:33])=[CH:28][C:18]=23)[CH2:12][CH2:11]1. The yield is 0.750. (2) The reactants are [CH3:1][CH:2]1[CH2:7][NH:6][CH2:5][CH:4]([CH3:8])[NH:3]1.C(N(CC)CC)C.[CH3:16][N:17]([CH3:21])[C:18](Cl)=[O:19]. The catalyst is C(Cl)Cl. The product is [CH3:16][N:17]([CH3:21])[C:18]([N:3]1[CH:4]([CH3:8])[CH2:5][NH:6][CH2:7][CH:2]1[CH3:1])=[O:19]. The yield is 0.700. (3) The reactants are [C:1]([C:3]1[C:4]([CH3:19])=[CH:5][C:6]([NH:11][C:12](=[O:18])[O:13][C:14]([CH3:17])([CH3:16])[CH3:15])=[N:7][C:8]=1[O:9][CH3:10])#[N:2]. The catalyst is CC(O)=O.C(O)C.[Ni]. The product is [NH2:2][CH2:1][C:3]1[C:4]([CH3:19])=[CH:5][C:6]([NH:11][C:12](=[O:18])[O:13][C:14]([CH3:15])([CH3:16])[CH3:17])=[N:7][C:8]=1[O:9][CH3:10]. The yield is 0.689. (4) The reactants are [CH3:1][CH:2]([CH3:13])[CH2:3][CH:4]([OH:12])[C:5]1[CH:10]=[CH:9][CH:8]=[CH:7][C:6]=1[F:11]. The catalyst is O=[Mn]=O. The product is [CH2:3]([C:4]([C:5]1[CH:10]=[CH:9][CH:8]=[CH:7][C:6]=1[F:11])=[O:12])[CH:2]([CH3:13])[CH3:1]. The yield is 0.860. (5) The reactants are C(N(C(C)C)C(C)C)C.Br[C:11]([F:23])([CH:17]1[CH2:21][CH2:20][C:19](=[O:22])[CH2:18]1)[C:12]([O:14][CH2:15][CH3:16])=[O:13].Cl.O. The catalyst is CN(C=O)C.CCOC(C)=O. The product is [F:23][C:11]1([C:12]([O:14][CH2:15][CH3:16])=[O:13])[CH:18]2[CH:17]1[CH2:21][CH2:20][C:19]2=[O:22]. The yield is 0.840.